This data is from Peptide-MHC class I binding affinity with 185,985 pairs from IEDB/IMGT. The task is: Regression. Given a peptide amino acid sequence and an MHC pseudo amino acid sequence, predict their binding affinity value. This is MHC class I binding data. (1) The peptide sequence is SVNDRLVSF. The MHC is H-2-Db with pseudo-sequence H-2-Db. The binding affinity (normalized) is 0. (2) The peptide sequence is LPYQFINL. The MHC is H-2-Kb with pseudo-sequence H-2-Kb. The binding affinity (normalized) is 0.750. (3) The peptide sequence is VARVFLGL. The MHC is H-2-Kb with pseudo-sequence H-2-Kb. The binding affinity (normalized) is 0.900. (4) The peptide sequence is EPLWGSLAV. The MHC is HLA-A02:06 with pseudo-sequence HLA-A02:06. The binding affinity (normalized) is 0.218. (5) The peptide sequence is EGFDPRALI. The MHC is HLA-B18:01 with pseudo-sequence HLA-B18:01. The binding affinity (normalized) is 0.0847. (6) The peptide sequence is KPARGGSSI. The MHC is HLA-B07:02 with pseudo-sequence HLA-B07:02. The binding affinity (normalized) is 0.770.